Predict which catalyst facilitates the given reaction. From a dataset of Catalyst prediction with 721,799 reactions and 888 catalyst types from USPTO. (1) Reactant: [Br:1][C:2]1[CH:3]=[C:4]([C:8]2([C:15]3[CH:20]=[CH:19][C:18]([O:21][CH3:22])=[CH:17][CH:16]=3)[C:12](=S)S[C:10](=[S:14])[NH:9]2)[CH:5]=[CH:6][CH:7]=1.[NH2:23][CH2:24][CH2:25][CH2:26][NH2:27]. Product: [Br:1][C:2]1[CH:3]=[C:4]([C:8]2([C:15]3[CH:16]=[CH:17][C:18]([O:21][CH3:22])=[CH:19][CH:20]=3)[C:12]3=[N:27][CH2:26][CH2:25][CH2:24][N:23]3[C:10](=[S:14])[NH:9]2)[CH:5]=[CH:6][CH:7]=1. The catalyst class is: 8. (2) Reactant: [C:1](O)(=O)C.Cl.[NH2:6][CH2:7][CH2:8][C:9]1[C:17]2[C:12](=[CH:13][CH:14]=[C:15]([OH:18])[CH:16]=2)[NH:11][CH:10]=1.C(=O)C. Product: [CH2:1]1[C:10]2[NH:11][C:12]3[C:17](=[CH:16][C:15]([OH:18])=[CH:14][CH:13]=3)[C:9]=2[CH2:8][CH2:7][NH:6]1. The catalyst class is: 5.